Dataset: Retrosynthesis with 50K atom-mapped reactions and 10 reaction types from USPTO. Task: Predict the reactants needed to synthesize the given product. (1) Given the product CCOC(=O)c1cccc(Sc2c(C)[nH]c3c(C)c(Cl)ccc23)c1, predict the reactants needed to synthesize it. The reactants are: CCOC(=O)c1cccc(SCC(C)=O)c1.Cc1c(Cl)cccc1NN. (2) Given the product C[C@H]1CN(Cc2nc(Cc3ccccc3)n(-c3ccc(S(N)(=O)=O)cc3F)n2)C[C@@H](C)O1, predict the reactants needed to synthesize it. The reactants are: C[C@H]1CNC[C@@H](C)O1.NS(=O)(=O)c1ccc(-n2nc(CCl)nc2Cc2ccccc2)c(F)c1.